From a dataset of HIV replication inhibition screening data with 41,000+ compounds from the AIDS Antiviral Screen. Binary Classification. Given a drug SMILES string, predict its activity (active/inactive) in a high-throughput screening assay against a specified biological target. (1) The compound is Cc1ccc(OCC2OC(n3cnc4c(N(C)C)nc(Br)nc43)CC2Oc2ccc(C)cc2)cc1. The result is 0 (inactive). (2) The molecule is CCCCN(CCCC)CC(C(=O)Nc1ccccc1)C(C)=NNC(=O)c1ccncc1. The result is 0 (inactive). (3) The drug is CCC(C)C(NC(=O)CNC(=O)C(C)NC(=O)CNC(=O)C(NC(=O)C(NC(=O)C(CO)NC(=O)C(Cc1cnc[nH]1)NC(=O)C(N)CCCCN)C(C)CC)C(C)CC)C(=O)NC(CCCCN)C(=O)NC(CCCCN)C(=O)NC(CCCNC(=N)N)C(=O)NC(Cc1ccccc1)C(=O)NC(CC(C)C)C(=O)NC(CCC(N)=O)C(=O)O. The result is 0 (inactive). (4) The drug is CC(=O)NNc1nc(C)c(C(=O)NNC(=O)C(=O)Nc2ccc(Cl)cc2Cl)s1. The result is 0 (inactive). (5) The drug is Cc1ccc(N2CC(=O)N3CCCC(c4ccccc4)N3C(=O)C2)cc1. The result is 0 (inactive). (6) The compound is CCCCCCCCCCCCCC(=O)OCC1OC(OC)C(NC(=O)N(CCCl)N=O)C(O)C1O. The result is 0 (inactive). (7) The drug is CCOC(=O)C(C)(C(=O)OCC)C(Cl)=CCl. The result is 0 (inactive).